This data is from Catalyst prediction with 721,799 reactions and 888 catalyst types from USPTO. The task is: Predict which catalyst facilitates the given reaction. (1) Reactant: [CH:1]([C:4]1[N:8]2[CH:9]=[CH:10][CH:11]=[CH:12][C:7]2=[N:6][C:5]=1[NH:13][C:14](=[O:20])[O:15][C:16]([CH3:19])([CH3:18])[CH3:17])([CH3:3])[CH3:2].[H-].[Na+].Cl[S:24]([C:27]1[CH:36]=[CH:35][C:30]([C:31]([O:33][CH3:34])=[O:32])=[CH:29][CH:28]=1)(=[O:26])=[O:25]. Product: [C:16]([O:15][C:14]([N:13]([C:5]1[N:6]=[C:7]2[CH:12]=[CH:11][CH:10]=[CH:9][N:8]2[C:4]=1[CH:1]([CH3:3])[CH3:2])[S:24]([C:27]1[CH:28]=[CH:29][C:30]([C:31]([O:33][CH3:34])=[O:32])=[CH:35][CH:36]=1)(=[O:26])=[O:25])=[O:20])([CH3:18])([CH3:17])[CH3:19]. The catalyst class is: 3. (2) Reactant: [C-]#N.[K+].[C:4]([O:12]C)(=O)[C:5]1[CH:10]=[CH:9][N:8]=[CH:7][CH:6]=1.[NH2:14][OH:15].O. The catalyst class is: 83. Product: [OH:15][NH:14][C:4](=[O:12])[C:5]1[CH:10]=[CH:9][N:8]=[CH:7][CH:6]=1. (3) Reactant: Br[C:2]1[CH:3]=[C:4]2[C:8](=[C:9]([C:11]([NH2:13])=[O:12])[CH:10]=1)[NH:7][CH:6]=[C:5]2[CH:14]1[CH2:19][CH2:18][N:17]([S:20]([CH2:23][CH3:24])(=[O:22])=[O:21])[CH2:16][CH2:15]1.[CH3:25][CH:26]1[CH2:30][CH2:29][CH2:28][N:27]1[CH2:31][C:32]1[S:36][C:35](B(O)O)=[CH:34][CH:33]=1.C(=O)([O-])[O-].[K+].[K+].O. Product: [CH2:23]([S:20]([N:17]1[CH2:18][CH2:19][CH:14]([C:5]2[C:4]3[C:8](=[C:9]([C:11]([NH2:13])=[O:12])[CH:10]=[C:2]([C:35]4[S:36][C:32]([CH2:31][N:27]5[CH2:28][CH2:29][CH2:30][CH:26]5[CH3:25])=[CH:33][CH:34]=4)[CH:3]=3)[NH:7][CH:6]=2)[CH2:15][CH2:16]1)(=[O:22])=[O:21])[CH3:24]. The catalyst class is: 203. (4) Reactant: [Br:1][C:2]1[CH:20]=[CH:19][CH:18]=[CH:17][C:3]=1[CH2:4][C:5]1[N:10]=[C:9]([C:11]([O:13][CH3:14])=[O:12])[C:8]([OH:15])=[C:7]([OH:16])[N:6]=1.[C:21](Cl)(=[O:23])[CH3:22].[NH4+].[Cl-]. Product: [CH3:14][O:13][C:11]([C:9]1[N:10]=[C:5]([CH2:4][C:3]2[CH:17]=[CH:18][CH:19]=[CH:20][C:2]=2[Br:1])[NH:6][C:7](=[O:16])[C:8]=1[O:15][C:21](=[O:23])[CH3:22])=[O:12]. The catalyst class is: 2. (5) Reactant: [CH2:1]([O:3][C:4]([C:6]1([C:9]2[N:19]=[C:12]3[C:13]([O:17][CH3:18])=[CH:14][CH:15]=[CH:16][N:11]3[N:10]=2)[CH2:8][CH2:7]1)=[O:5])[CH3:2].[Br:20]N1C(=O)CCC1=O. Product: [CH2:1]([O:3][C:4]([C:6]1([C:9]2[N:19]=[C:12]3[C:13]([O:17][CH3:18])=[CH:14][CH:15]=[C:16]([Br:20])[N:11]3[N:10]=2)[CH2:8][CH2:7]1)=[O:5])[CH3:2]. The catalyst class is: 290. (6) Reactant: [Cl:1][C:2]1[CH:3]=[N:4][CH:5]=[CH:6][C:7]=1[OH:8].F[C:10]1[CH:15]=[CH:14][CH:13]=[C:12]([C:16]([F:19])([F:18])[F:17])[CH:11]=1.C(=O)([O-])[O-].[K+].[K+]. Product: [Cl:1][C:2]1[C:7](=[O:8])[CH:6]=[CH:5][N:4]([C:10]2[CH:15]=[CH:14][CH:13]=[C:12]([C:16]([F:19])([F:18])[F:17])[CH:11]=2)[CH:3]=1. The catalyst class is: 264. (7) Reactant: [Cl:1][C:2]1[CH:7]=[CH:6][N:5]=[C:4]2[NH:8][N:9]=[CH:10][C:3]=12.[OH-].[K+].[I:13]I. Product: [Cl:1][C:2]1[CH:7]=[CH:6][N:5]=[C:4]2[NH:8][N:9]=[C:10]([I:13])[C:3]=12. The catalyst class is: 3. (8) Reactant: [CH3:1][C:2]([C:6]1[CH:11]=[CH:10][C:9]([CH3:12])=[CH:8][CH:7]=1)([CH3:5])[C:3]#[N:4].C1C(=O)N([Br:20])C(=O)C1. Product: [Br:20][CH2:12][C:9]1[CH:8]=[CH:7][C:6]([C:2]([CH3:1])([CH3:5])[C:3]#[N:4])=[CH:11][CH:10]=1. The catalyst class is: 855. (9) Reactant: [Br:1][C:2]1[CH:10]=[C:9]([OH:11])[CH:8]=[C:7]2[C:3]=1[CH2:4][NH:5][C:6]2=[O:12].C([O-])([O-])=O.[Cs+].[Cs+].[CH3:19][O:20][CH2:21][CH2:22]Br. Product: [Br:1][C:2]1[CH:10]=[C:9]([O:11][CH2:22][CH2:21][O:20][CH3:19])[CH:8]=[C:7]2[C:3]=1[CH2:4][NH:5][C:6]2=[O:12]. The catalyst class is: 3. (10) Reactant: [C:18]1(P([C:14]2[CH:19]=[CH:18][CH:17]=[CH:16]C=2)[C:18]2[CH:19]=[CH:14]C=[CH:16][CH:17]=2)[CH:19]=[CH:14]C=[CH:16][CH:17]=1.C(Br)(Br)(Br)[Br:21].[N:25]1C=CC(C(O)C)=[CH:27][CH:26]=1.C(=O)([O-])O.[Na+]. Product: [Br:21][CH:26]([N:25]1[CH:16]=[CH:17][CH:18]=[CH:19][CH2:14]1)[CH3:27]. The catalyst class is: 2.